Task: Regression. Given two drug SMILES strings and cell line genomic features, predict the synergy score measuring deviation from expected non-interaction effect.. Dataset: NCI-60 drug combinations with 297,098 pairs across 59 cell lines (1) Drug 1: CN(C)C1=NC(=NC(=N1)N(C)C)N(C)C. Drug 2: C(CCl)NC(=O)N(CCCl)N=O. Cell line: A549. Synergy scores: CSS=-4.75, Synergy_ZIP=2.69, Synergy_Bliss=1.98, Synergy_Loewe=-3.68, Synergy_HSA=-3.12. (2) Drug 1: CC1C(C(CC(O1)OC2CC(CC3=C2C(=C4C(=C3O)C(=O)C5=C(C4=O)C(=CC=C5)OC)O)(C(=O)CO)O)N)O.Cl. Drug 2: CC1CCCC2(C(O2)CC(NC(=O)CC(C(C(=O)C(C1O)C)(C)C)O)C(=CC3=CSC(=N3)C)C)C. Cell line: NCI-H460. Synergy scores: CSS=62.0, Synergy_ZIP=0.698, Synergy_Bliss=0.420, Synergy_Loewe=-0.146, Synergy_HSA=1.62. (3) Drug 1: C1=CN(C(=O)N=C1N)C2C(C(C(O2)CO)O)O.Cl. Drug 2: CC1CCC2CC(C(=CC=CC=CC(CC(C(=O)C(C(C(=CC(C(=O)CC(OC(=O)C3CCCCN3C(=O)C(=O)C1(O2)O)C(C)CC4CCC(C(C4)OC)OCCO)C)C)O)OC)C)C)C)OC. Cell line: HL-60(TB). Synergy scores: CSS=20.1, Synergy_ZIP=-0.783, Synergy_Bliss=2.35, Synergy_Loewe=-7.48, Synergy_HSA=0.223. (4) Cell line: OVCAR-8. Drug 1: CCCS(=O)(=O)NC1=C(C(=C(C=C1)F)C(=O)C2=CNC3=C2C=C(C=N3)C4=CC=C(C=C4)Cl)F. Synergy scores: CSS=-1.85, Synergy_ZIP=1.76, Synergy_Bliss=3.39, Synergy_Loewe=0.457, Synergy_HSA=0.526. Drug 2: C(CC(=O)O)C(=O)CN.Cl. (5) Drug 1: C1CC(=O)NC(=O)C1N2CC3=C(C2=O)C=CC=C3N. Drug 2: C1=NC2=C(N1)C(=S)N=CN2. Cell line: HS 578T. Synergy scores: CSS=0.331, Synergy_ZIP=-8.44, Synergy_Bliss=-18.7, Synergy_Loewe=-43.7, Synergy_HSA=-19.6. (6) Drug 1: COCCOC1=C(C=C2C(=C1)C(=NC=N2)NC3=CC=CC(=C3)C#C)OCCOC. Drug 2: B(C(CC(C)C)NC(=O)C(CC1=CC=CC=C1)NC(=O)C2=NC=CN=C2)(O)O. Cell line: UACC62. Synergy scores: CSS=56.7, Synergy_ZIP=-0.243, Synergy_Bliss=-0.858, Synergy_Loewe=-4.03, Synergy_HSA=1.06. (7) Drug 1: CC(C1=C(C=CC(=C1Cl)F)Cl)OC2=C(N=CC(=C2)C3=CN(N=C3)C4CCNCC4)N. Drug 2: CS(=O)(=O)OCCCCOS(=O)(=O)C. Cell line: BT-549. Synergy scores: CSS=-7.29, Synergy_ZIP=0.877, Synergy_Bliss=-0.937, Synergy_Loewe=-5.88, Synergy_HSA=-5.34. (8) Drug 1: CC1=C2C(C(=O)C3(C(CC4C(C3C(C(C2(C)C)(CC1OC(=O)C(C(C5=CC=CC=C5)NC(=O)C6=CC=CC=C6)O)O)OC(=O)C7=CC=CC=C7)(CO4)OC(=O)C)O)C)OC(=O)C. Drug 2: C1=CN(C=N1)CC(O)(P(=O)(O)O)P(=O)(O)O. Cell line: SW-620. Synergy scores: CSS=22.4, Synergy_ZIP=-4.14, Synergy_Bliss=0.382, Synergy_Loewe=-21.7, Synergy_HSA=-0.454. (9) Drug 1: C1=CC(=CC=C1CCCC(=O)O)N(CCCl)CCCl. Drug 2: C1C(C(OC1N2C=NC(=NC2=O)N)CO)O. Cell line: NCI-H226. Synergy scores: CSS=3.90, Synergy_ZIP=-3.04, Synergy_Bliss=-2.74, Synergy_Loewe=-6.51, Synergy_HSA=-5.94.